The task is: Regression/Classification. Given a drug SMILES string, predict its absorption, distribution, metabolism, or excretion properties. Task type varies by dataset: regression for continuous measurements (e.g., permeability, clearance, half-life) or binary classification for categorical outcomes (e.g., BBB penetration, CYP inhibition). Dataset: rlm.. This data is from Rat liver microsome stability data. (1) The drug is Cc1ccc(-c2cc(C(=O)Nc3ccc(S(=O)(=O)N(C)C)cc3)c3ccccc3n2)cc1C. The result is 1 (stable in rat liver microsomes). (2) The molecule is CCc1nc2ccc(Cl)cn2c1C(=O)NCc1ccc2oc(C)nc2c1. The result is 1 (stable in rat liver microsomes). (3) The molecule is COc1ccc(Cn2c(C(=O)O)c(CNCc3ccco3)c3ccc(C)cc32)cc1. The result is 0 (unstable in rat liver microsomes). (4) The molecule is O=S(=O)(Nc1cnc2ccccc2c1)c1ccc(NCc2ccc(Cl)cc2O)cc1. The result is 1 (stable in rat liver microsomes).